Dataset: Peptide-MHC class I binding affinity with 185,985 pairs from IEDB/IMGT. Task: Regression. Given a peptide amino acid sequence and an MHC pseudo amino acid sequence, predict their binding affinity value. This is MHC class I binding data. The peptide sequence is KSHAIYWDK. The MHC is HLA-A30:01 with pseudo-sequence HLA-A30:01. The binding affinity (normalized) is 0.782.